This data is from Forward reaction prediction with 1.9M reactions from USPTO patents (1976-2016). The task is: Predict the product of the given reaction. Given the reactants [CH3:1][O:2][C:3]1[CH:8]=[CH:7][C:6]([SH:9])=[CH:5][CH:4]=1.C(N(CC)CC)C.Br[CH2:18][CH2:19][C:20]1[CH:25]=[CH:24][CH:23]=[CH:22][CH:21]=1.O, predict the reaction product. The product is: [CH3:1][O:2][C:3]1[CH:8]=[CH:7][C:6]([S:9][CH2:18][CH2:19][C:20]2[CH:25]=[CH:24][CH:23]=[CH:22][CH:21]=2)=[CH:5][CH:4]=1.